This data is from Full USPTO retrosynthesis dataset with 1.9M reactions from patents (1976-2016). The task is: Predict the reactants needed to synthesize the given product. (1) Given the product [CH:18]([N:17]1[C:11]2[CH:10]=[C:9]([NH:8][C:6]3[CH:5]=[CH:4][N:3]=[C:2]([N:34]4[CH2:35][CH2:36][CH:37]([OH:38])[CH:32]([C:31]([F:30])([F:39])[F:40])[CH2:33]4)[N:7]=3)[N:14]=[CH:13][C:12]=2[N:15]=[C:16]1[CH2:21][O:22][CH:23]1[CH2:28][CH2:27][CH2:26][CH2:25][O:24]1)([CH3:20])[CH3:19], predict the reactants needed to synthesize it. The reactants are: Cl[C:2]1[N:7]=[C:6]([NH:8][C:9]2[N:14]=[CH:13][C:12]3[N:15]=[C:16]([CH2:21][O:22][CH:23]4[CH2:28][CH2:27][CH2:26][CH2:25][O:24]4)[N:17]([CH:18]([CH3:20])[CH3:19])[C:11]=3[CH:10]=2)[CH:5]=[CH:4][N:3]=1.Cl.[F:30][C:31]([F:40])([F:39])[CH:32]1[CH:37]([OH:38])[CH2:36][CH2:35][NH:34][CH2:33]1.C(=O)([O-])[O-].[K+].[K+]. (2) Given the product [NH2:16][C:17](=[O:60])[C:18]([CH3:59])([CH3:58])[CH2:19][NH:20][C:21]([C@H:23]([CH:55]([CH3:57])[CH3:56])[CH2:24][C@@H:25]1[O:29][CH2:28][N:27]([C:30]([O:32][CH2:33][O:12][C:10]([O:9][CH2:8][CH:5]2[CH2:6][CH2:7][N:2]([CH3:1])[CH2:3][CH2:4]2)=[O:11])=[O:31])[C@H:26]1[CH2:35][C@H:36]([CH2:40][C:41]1[CH:46]=[CH:45][C:44]([O:47][CH3:48])=[C:43]([O:49][CH2:50][CH2:51][CH2:52][O:53][CH3:54])[CH:42]=1)[CH:37]([CH3:39])[CH3:38])=[O:22], predict the reactants needed to synthesize it. The reactants are: [CH3:1][N:2]1[CH2:7][CH2:6][CH:5]([CH2:8][OH:9])[CH2:4][CH2:3]1.[C:10](=O)([O-:12])[O-:11].[Cs+].[Cs+].[NH2:16][C:17](=[O:60])[C:18]([CH3:59])([CH3:58])[CH2:19][NH:20][C:21]([C@H:23]([CH:55]([CH3:57])[CH3:56])[CH2:24][C@@H:25]1[O:29][CH2:28][N:27]([C:30]([O:32][CH2:33]Cl)=[O:31])[C@H:26]1[CH2:35][C@H:36]([CH2:40][C:41]1[CH:46]=[CH:45][C:44]([O:47][CH3:48])=[C:43]([O:49][CH2:50][CH2:51][CH2:52][O:53][CH3:54])[CH:42]=1)[CH:37]([CH3:39])[CH3:38])=[O:22]. (3) Given the product [C:28]([C:26]1[CH:25]=[CH:24][C:23]([Cl:33])=[C:22]([NH:21][C:20]2[C:8]3[C:9](=[CH:10][C:11]([O:12][CH2:13][CH2:14][O:15][CH3:16])=[C:6]([O:5][CH2:4][CH2:3][O:2][CH3:1])[CH:7]=3)[N:17]=[CH:18][N:19]=2)[CH:27]=1)#[CH:29], predict the reactants needed to synthesize it. The reactants are: [CH3:1][O:2][CH2:3][CH2:4][O:5][C:6]1[CH:7]=[C:8]2[C:20]([NH:21][C:22]3[CH:23]=[CH:24][CH:25]=[C:26]([C:28]#[CH:29])[CH:27]=3)=[N:19][CH:18]=[N:17][C:9]2=[CH:10][C:11]=1[O:12][CH2:13][CH2:14][O:15][CH3:16].N#N.C(Cl)[Cl:33]. (4) The reactants are: [F:1][C:2]1[CH:7]=[CH:6][C:5]([F:8])=[CH:4][C:3]=1[CH:9](O)[C:10]1[CH:15]=[CH:14][CH:13]=[CH:12][N:11]=1.CN(C)C=O.[Cl:22][C:23]1[CH:28]=[CH:27][C:26]([SH:29])=[CH:25][CH:24]=1.C(=O)([O-])[O-].[K+].[K+]. Given the product [Cl:22][C:23]1[CH:28]=[CH:27][C:26]([S:29][CH:9]([C:3]2[CH:4]=[C:5]([F:8])[CH:6]=[CH:7][C:2]=2[F:1])[C:10]2[CH:15]=[CH:14][CH:13]=[CH:12][N:11]=2)=[CH:25][CH:24]=1, predict the reactants needed to synthesize it.